This data is from Full USPTO retrosynthesis dataset with 1.9M reactions from patents (1976-2016). The task is: Predict the reactants needed to synthesize the given product. Given the product [Cl:1][C:2]1[N:7]=[C:6]([S:8][CH3:9])[N:5]=[C:4]([C:10]2[C:11]([NH2:12])=[N:15][NH:16][C:13]=2[NH2:14])[CH:3]=1, predict the reactants needed to synthesize it. The reactants are: [Cl:1][C:2]1[N:7]=[C:6]([S:8][CH3:9])[N:5]=[C:4]([CH:10]([C:13]#[N:14])[C:11]#[N:12])[CH:3]=1.[NH2:15][NH2:16].